From a dataset of Catalyst prediction with 721,799 reactions and 888 catalyst types from USPTO. Predict which catalyst facilitates the given reaction. Reactant: [B:1]([C:4]1[C:12]([F:13])=[CH:11][C:7]([C:8]([OH:10])=[O:9])=[CH:6][C:5]=1[O:14][CH2:15][CH3:16])([OH:3])[OH:2].[CH3:17][C:18](O)([C:20]([CH3:23])(O)[CH3:21])[CH3:19]. Product: [CH2:15]([O:14][C:5]1[CH:6]=[C:7]([CH:11]=[C:12]([F:13])[C:4]=1[B:1]1[O:2][C:20]([CH3:23])([CH3:21])[C:18]([CH3:19])([CH3:17])[O:3]1)[C:8]([OH:10])=[O:9])[CH3:16]. The catalyst class is: 11.